This data is from Catalyst prediction with 721,799 reactions and 888 catalyst types from USPTO. The task is: Predict which catalyst facilitates the given reaction. (1) Reactant: [F:1][C:2]1[CH:19]=[CH:18][CH:17]=[CH:16][C:3]=1[CH2:4][N:5]1[C:9]([CH3:10])=[CH:8][C:7]([C:11]([O:13]CC)=[O:12])=[N:6]1.O.[OH-].[Li+]. Product: [F:1][C:2]1[CH:19]=[CH:18][CH:17]=[CH:16][C:3]=1[CH2:4][N:5]1[C:9]([CH3:10])=[CH:8][C:7]([C:11]([OH:13])=[O:12])=[N:6]1. The catalyst class is: 87. (2) Reactant: [NH2:1][C:2]1[CH:10]=[C:9]([C:11]2[C:16]([C:17]([F:20])([F:19])[F:18])=[CH:15][CH:14]=[CH:13][N:12]=2)[CH:8]=[CH:7][C:3]=1[C:4]([NH2:6])=[O:5].N1C=CC=CC=1.[Cl-].[CH2:28]([O:30][C:31](=[O:37])[CH2:32][CH2:33][C:34](Cl)=O)[CH3:29].CC[O-].[Na+]. Product: [CH2:28]([O:30][C:31](=[O:37])[CH2:32][CH2:33][C:34]1[N:6]=[C:4]([OH:5])[C:3]2[C:2](=[CH:10][C:9]([C:11]3[C:16]([C:17]([F:20])([F:18])[F:19])=[CH:15][CH:14]=[CH:13][N:12]=3)=[CH:8][CH:7]=2)[N:1]=1)[CH3:29]. The catalyst class is: 242.